Dataset: NCI-60 drug combinations with 297,098 pairs across 59 cell lines. Task: Regression. Given two drug SMILES strings and cell line genomic features, predict the synergy score measuring deviation from expected non-interaction effect. (1) Drug 1: C1=NC2=C(N1)C(=S)N=CN2. Drug 2: CC1CCCC2(C(O2)CC(NC(=O)CC(C(C(=O)C(C1O)C)(C)C)O)C(=CC3=CSC(=N3)C)C)C. Cell line: T-47D. Synergy scores: CSS=17.9, Synergy_ZIP=-0.375, Synergy_Bliss=-5.48, Synergy_Loewe=-26.3, Synergy_HSA=-8.20. (2) Drug 1: COC1=NC(=NC2=C1N=CN2C3C(C(C(O3)CO)O)O)N. Drug 2: COCCOC1=C(C=C2C(=C1)C(=NC=N2)NC3=CC=CC(=C3)C#C)OCCOC.Cl. Cell line: 786-0. Synergy scores: CSS=9.74, Synergy_ZIP=-4.78, Synergy_Bliss=-1.99, Synergy_Loewe=0.642, Synergy_HSA=1.93. (3) Drug 1: CN1CCC(CC1)COC2=C(C=C3C(=C2)N=CN=C3NC4=C(C=C(C=C4)Br)F)OC. Drug 2: C1=NC2=C(N1)C(=S)N=C(N2)N. Cell line: SK-MEL-28. Synergy scores: CSS=1.71, Synergy_ZIP=-3.15, Synergy_Bliss=0.343, Synergy_Loewe=-8.38, Synergy_HSA=-3.41. (4) Drug 1: CCC1=CC2CC(C3=C(CN(C2)C1)C4=CC=CC=C4N3)(C5=C(C=C6C(=C5)C78CCN9C7C(C=CC9)(C(C(C8N6C)(C(=O)OC)O)OC(=O)C)CC)OC)C(=O)OC.C(C(C(=O)O)O)(C(=O)O)O. Drug 2: CC1=C(N=C(N=C1N)C(CC(=O)N)NCC(C(=O)N)N)C(=O)NC(C(C2=CN=CN2)OC3C(C(C(C(O3)CO)O)O)OC4C(C(C(C(O4)CO)O)OC(=O)N)O)C(=O)NC(C)C(C(C)C(=O)NC(C(C)O)C(=O)NCCC5=NC(=CS5)C6=NC(=CS6)C(=O)NCCC[S+](C)C)O. Cell line: RXF 393. Synergy scores: CSS=26.8, Synergy_ZIP=-10.6, Synergy_Bliss=-3.72, Synergy_Loewe=-3.73, Synergy_HSA=-1.57. (5) Drug 1: CN(C)C1=NC(=NC(=N1)N(C)C)N(C)C. Drug 2: CN(C(=O)NC(C=O)C(C(C(CO)O)O)O)N=O. Cell line: OVCAR3. Synergy scores: CSS=-0.978, Synergy_ZIP=3.54, Synergy_Bliss=5.42, Synergy_Loewe=-0.0553, Synergy_HSA=1.11.